Predict the product of the given reaction. From a dataset of Forward reaction prediction with 1.9M reactions from USPTO patents (1976-2016). (1) Given the reactants Cl.[NH2:2][CH2:3][C:4]1[N:5]([CH2:26][CH:27]([CH3:29])[CH3:28])[C:6](=[O:25])[C:7]2[C:12]([C:13]=1[C:14]1[CH:19]=[CH:18][CH:17]=[CH:16][CH:15]=1)=[CH:11][C:10](/[CH:20]=[CH:21]/[C:22]([NH2:24])=[O:23])=[CH:9][CH:8]=2.C(=O)([O-])[O-].[K+].[K+], predict the reaction product. The product is: [NH2:2][CH2:3][C:4]1[N:5]([CH2:26][CH:27]([CH3:29])[CH3:28])[C:6](=[O:25])[C:7]2[C:12]([C:13]=1[C:14]1[CH:19]=[CH:18][CH:17]=[CH:16][CH:15]=1)=[CH:11][C:10](/[CH:20]=[CH:21]/[C:22]([NH2:24])=[O:23])=[CH:9][CH:8]=2. (2) Given the reactants O[Li].O.C([O:6][C:7](=[O:29])[CH2:8][C:9](=[O:28])[N:10]1[CH2:15][CH2:14][N:13]([C:16](=[O:27])[C:17]2[CH:22]=[CH:21][CH:20]=[CH:19][C:18]=2[C:23]([F:26])([F:25])[F:24])[CH2:12][CH2:11]1)C, predict the reaction product. The product is: [O:28]=[C:9]([N:10]1[CH2:11][CH2:12][N:13]([C:16](=[O:27])[C:17]2[CH:22]=[CH:21][CH:20]=[CH:19][C:18]=2[C:23]([F:26])([F:25])[F:24])[CH2:14][CH2:15]1)[CH2:8][C:7]([OH:29])=[O:6]. (3) Given the reactants [F:1][C:2]1[C:3]([S:14]([CH3:17])(=[O:16])=[O:15])=[CH:4][C:5]([N+:11]([O-:13])=[O:12])=[C:6]([CH:10]=1)[C:7]([OH:9])=[O:8].C(O[C:22]([CH3:25])([CH3:24])[CH3:23])(=O)C.Cl(O)(=O)(=O)=O, predict the reaction product. The product is: [F:1][C:2]1[C:3]([S:14]([CH3:17])(=[O:16])=[O:15])=[CH:4][C:5]([N+:11]([O-:13])=[O:12])=[C:6]([CH:10]=1)[C:7]([O:9][C:22]([CH3:25])([CH3:24])[CH3:23])=[O:8]. (4) Given the reactants [Cl:1][C:2]1[CH:28]=[CH:27][C:5]([CH2:6][N:7]2[C:15]3[C:10](=[CH:11][CH:12]=[CH:13][CH:14]=3)[CH:9]=[C:8]2[C:16]([N:18]2[CH2:23][CH2:22][CH:21]([C:24]([OH:26])=O)[CH2:20][CH2:19]2)=[O:17])=[CH:4][CH:3]=1.CCN(C(C)C)C(C)C.C(Cl)CCl.C1C=CC2N(O)N=NC=2C=1.[NH2:52][CH:53]1[CH2:61][C:60]2[C:55](=[CH:56][CH:57]=[CH:58][CH:59]=2)[CH2:54]1, predict the reaction product. The product is: [Cl:1][C:2]1[CH:3]=[CH:4][C:5]([CH2:6][N:7]2[C:15]3[C:10](=[CH:11][CH:12]=[CH:13][CH:14]=3)[CH:9]=[C:8]2[C:16]([N:18]2[CH2:23][CH2:22][CH:21]([C:24]([NH:52][CH:53]3[CH2:61][C:60]4[C:55](=[CH:56][CH:57]=[CH:58][CH:59]=4)[CH2:54]3)=[O:26])[CH2:20][CH2:19]2)=[O:17])=[CH:27][CH:28]=1. (5) Given the reactants [BH3-]C#N.[Na+].[CH3:5][CH:6]1[CH2:10][CH:9]([CH2:11][N:12]2[C:20]3[C:15](=[CH:16][C:17]([C:21]4[CH:22]=[N:23][N:24](C5CCCCO5)[CH:25]=4)=[CH:18][CH:19]=3)[CH:14]=[CH:13]2)[CH2:8][N:7]1[C:32]([C:34]1[CH:39]=[CH:38][CH:37]=[CH:36][CH:35]=1)=[O:33].Cl.CO.ClCCl, predict the reaction product. The product is: [NH:23]1[CH:22]=[C:21]([C:17]2[CH:16]=[C:15]3[C:20](=[CH:19][CH:18]=2)[N:12]([CH2:11][CH:9]2[CH2:8][N:7]([C:32]([C:34]4[CH:39]=[CH:38][CH:37]=[CH:36][CH:35]=4)=[O:33])[CH:6]([CH3:5])[CH2:10]2)[CH2:13][CH2:14]3)[CH:25]=[N:24]1. (6) Given the reactants [CH3:1][O:2][C:3]([CH:5]1[CH2:10][CH2:9][CH2:8][CH:7]([CH2:11][CH:12]=[CH2:13])[N:6]1C(OC(C)(C)C)=O)=[O:4].S(Cl)(Cl)=O, predict the reaction product. The product is: [CH3:1][O:2][C:3]([CH:5]1[CH2:10][CH2:9][CH2:8][CH:7]([CH2:11][CH:12]=[CH2:13])[NH:6]1)=[O:4]. (7) Given the reactants [CH:1]1[C:6]([CH:7]=O)=[CH:5][C:4]2[O:9][CH2:10][O:11][C:3]=2[CH:2]=1.[C:12]([C:16]1[CH:25]=[CH:24][C:19]([C:20]([NH:22][NH2:23])=[O:21])=[CH:18][CH:17]=1)([CH3:15])([CH3:14])[CH3:13], predict the reaction product. The product is: [O:11]1[C:3]2[CH:2]=[CH:1][C:6]([CH:7]=[N:23][NH:22][C:20](=[O:21])[C:19]3[CH:24]=[CH:25][C:16]([C:12]([CH3:14])([CH3:13])[CH3:15])=[CH:17][CH:18]=3)=[CH:5][C:4]=2[O:9][CH2:10]1. (8) The product is: [ClH:4].[NH:12]1[CH2:13][CH2:14][CH2:15][CH2:16][CH:11]1[CH2:10][CH2:9][CH2:8][C:7]([O:6][CH3:5])=[O:24]. Given the reactants C([Cl:4])(=O)C.[CH3:5][O:6][C:7](=[O:24])[CH2:8][CH2:9][CH2:10][CH:11]1[CH2:16][CH2:15][CH2:14][CH2:13][N:12]1C(OC(C)(C)C)=O, predict the reaction product. (9) Given the reactants [CH2:1]([O:3][P:4]([CH2:9][OH:10])(=[O:8])[O:5][CH2:6][CH3:7])[CH3:2].[Cl:11][CH2:12][C:13]#[C:14][CH2:15]Cl.[H-].[Na+].[Cl-].[NH4+], predict the reaction product. The product is: [CH2:1]([O:3][P:4]([CH2:9][O:10][CH2:15][C:14]#[C:13][CH2:12][Cl:11])(=[O:8])[O:5][CH2:6][CH3:7])[CH3:2].